From a dataset of Reaction yield outcomes from USPTO patents with 853,638 reactions. Predict the reaction yield, written as a fraction of the theoretical maximum amount of product (1.0 means a 100% yield; for example, 0.34 means a 34% yield). (1) The product is [CH2:1]([O:3][CH:4]([C:6]1[CH:7]=[CH:8][C:9]([C:10]([NH:46][CH2:47][C:48]2[C:49]([OH:56])=[N:50][C:51]([CH3:55])=[CH:52][C:53]=2[CH3:54])=[O:12])=[CH:13][CH:14]=1)[CH3:5])[CH3:2]. The yield is 0.240. The reactants are [CH2:1]([O:3][CH:4]([C:6]1[CH:14]=[CH:13][C:9]([C:10]([OH:12])=O)=[CH:8][CH:7]=1)[CH3:5])[CH3:2].CN(C(ON1N=NC2C=CC=NC1=2)=[N+](C)C)C.F[P-](F)(F)(F)(F)F.C(N(CC)CC)C.[NH2:46][CH2:47][C:48]1[C:49]([OH:56])=[N:50][C:51]([CH3:55])=[CH:52][C:53]=1[CH3:54]. The catalyst is ClCCl.O. (2) The reactants are [CH3:1][CH2:2][O:3][C:4]([C:6]1[N:7](C(OC(C)(C)C)=O)[C:8]2[C:13]([CH:14]=1)=[CH:12][C:11]([O:15][CH3:16])=[C:10]([CH3:17])[CH:9]=2)=[O:5].FC(F)(F)C(O)=O. The catalyst is ClCCl. The product is [CH2:2]([O:3][C:4]([C:6]1[NH:7][C:8]2[C:13]([CH:14]=1)=[CH:12][C:11]([O:15][CH3:16])=[C:10]([CH3:17])[CH:9]=2)=[O:5])[CH3:1]. The yield is 0.970.